Task: Predict the reactants needed to synthesize the given product.. Dataset: Full USPTO retrosynthesis dataset with 1.9M reactions from patents (1976-2016) Given the product [CH3:1][O:2][C:3]1[CH:4]=[C:5]([C:11]2[NH:20][N:19]=[C:13]([CH3:14])[C:12]=2[N+:16]([O-:17])=[O:22])[CH:6]=[CH:7][C:8]=1[O:9][CH3:10], predict the reactants needed to synthesize it. The reactants are: [CH3:1][O:2][C:3]1[CH:4]=[C:5]([C:11](=O)[C:12](=[N:16][OH:17])[C:13](=O)[CH3:14])[CH:6]=[CH:7][C:8]=1[O:9][CH3:10].[NH2:19][NH2:20].C(=O)([O-])[O-:22].[Na+].[Na+].